From a dataset of Reaction yield outcomes from USPTO patents with 853,638 reactions. Predict the reaction yield, written as a fraction of the theoretical maximum amount of product (1.0 means a 100% yield; for example, 0.34 means a 34% yield). (1) The reactants are [Cl:1][C:2]1[CH:3]=[C:4]([CH:11]([CH3:17])[C:12]([O:14][CH2:15][CH3:16])=[O:13])[CH:5]=[CH:6][C:7]=1[N+:8]([O-:10])=[O:9].[H-].[Na+].CI.[C:22](=O)([O-])O.[Na+]. The catalyst is CN(C=O)C.O.C(OCC)(=O)C. The product is [Cl:1][C:2]1[CH:3]=[C:4]([C:11]([CH3:22])([CH3:17])[C:12]([O:14][CH2:15][CH3:16])=[O:13])[CH:5]=[CH:6][C:7]=1[N+:8]([O-:10])=[O:9]. The yield is 0.940. (2) The reactants are Br[C:2]1[N:7]=[CH:6][C:5]2[C:8]([C:15]([NH:17][CH:18]3[CH2:23][CH2:22][O:21][CH2:20][CH2:19]3)=[O:16])=[C:9]([CH3:14])[N:10]([CH:11]([CH3:13])[CH3:12])[C:4]=2[CH:3]=1.[CH:24]1([S:27]([N:30]2[CH:34]=[C:33]([C:35]3[N:40]=[C:39]([NH2:41])[CH:38]=[CH:37][N:36]=3)[CH:32]=[N:31]2)(=[O:29])=[O:28])[CH2:26][CH2:25]1.C(=O)([O-])[O-].[Cs+].[Cs+].C1(P(C2CCCCC2)C2C=CC=CC=2C2C(C(C)C)=CC(C(C)C)=CC=2C(C)C)CCCCC1. The catalyst is C1C=CC(/C=C/C(/C=C/C2C=CC=CC=2)=O)=CC=1.C1C=CC(/C=C/C(/C=C/C2C=CC=CC=2)=O)=CC=1.C1C=CC(/C=C/C(/C=C/C2C=CC=CC=2)=O)=CC=1.[Pd].[Pd].O1CCOCC1. The product is [CH:24]1([S:27]([N:30]2[CH:34]=[C:33]([C:35]3[N:40]=[C:39]([NH:41][C:2]4[N:7]=[CH:6][C:5]5[C:8]([C:15]([NH:17][CH:18]6[CH2:23][CH2:22][O:21][CH2:20][CH2:19]6)=[O:16])=[C:9]([CH3:14])[N:10]([CH:11]([CH3:13])[CH3:12])[C:4]=5[CH:3]=4)[CH:38]=[CH:37][N:36]=3)[CH:32]=[N:31]2)(=[O:28])=[O:29])[CH2:26][CH2:25]1. The yield is 0.0300. (3) The reactants are [F:1][C:2]1[CH:3]=[CH:4][C:5]2[N:9]=[CH:8][N:7]([CH2:10][C:11]([OH:13])=O)[C:6]=2[C:14]=1[F:15].[NH2:16][CH:17]([C:19]1[CH:24]=[CH:23][C:22]([C:25]([CH3:29])([CH3:28])[C:26]#[N:27])=[CH:21][C:20]=1[CH3:30])[CH3:18].CN(C(ON1N=NC2C=CC=NC1=2)=[N+](C)C)C.F[P-](F)(F)(F)(F)F. The catalyst is CN(C1C=CN=CC=1)C.CN(C=O)C.[OH-].[Na+]. The yield is 0.750. The product is [C:26]([C:25]([C:22]1[CH:23]=[CH:24][C:19]([CH:17]([NH:16][C:11](=[O:13])[CH2:10][N:7]2[C:6]3[C:14]([F:15])=[C:2]([F:1])[CH:3]=[CH:4][C:5]=3[N:9]=[CH:8]2)[CH3:18])=[C:20]([CH3:30])[CH:21]=1)([CH3:28])[CH3:29])#[N:27]. (4) The reactants are [CH2:1]([O:8][C:9]([NH:11][C@H:12]([C:16]1[CH:21]=[CH:20][CH:19]=[CH:18][CH:17]=1)[C:13]([OH:15])=O)=[O:10])[C:2]1[CH:7]=[CH:6][CH:5]=[CH:4][CH:3]=1.Cl.[NH2:23][C@H:24]([C:29]([OH:31])=[O:30])C(C)(C)C.N1[C:37]([CH3:38])=[CH:36]C=CC=1C.[CH3:40]N(C(ON1N=NC2C=CC=CC1=2)=[N+](C)C)C.[B-](F)(F)(F)F. The catalyst is C(Cl)Cl. The product is [CH2:1]([O:8][C:9]([NH:11][C@@H:12]([C:13](=[O:15])[NH:23][CH2:24][C:29]([O:31][C:37]([CH3:36])([CH3:38])[CH3:40])=[O:30])[C:16]1[CH:21]=[CH:20][CH:19]=[CH:18][CH:17]=1)=[O:10])[C:2]1[CH:3]=[CH:4][CH:5]=[CH:6][CH:7]=1. The yield is 0.940.